This data is from Full USPTO retrosynthesis dataset with 1.9M reactions from patents (1976-2016). The task is: Predict the reactants needed to synthesize the given product. (1) The reactants are: [Cl:1][C:2]1[C:3]([C:15]2[CH:20]=[C:19]([S:21]([CH3:23])=O)[N:18]=[C:17]([NH2:24])[N:16]=2)=[C:4]2[CH:13]=[CH:12][CH:11]=[C:10]3[C:5]2=[C:6]([CH:14]=1)[CH2:7][O:8][CH2:9]3.SC[C:27]([OH:29])=O.C([N:33](CC)C(C)C)(C)C.[Cl-].[NH4+].O.ON1C2C=CC=CC=2N=N1.Cl.C(N=C=NCCCN(C)C)C. Given the product [NH2:24][C:17]1[N:18]=[C:19]([S:21][CH2:23][C:27]([NH2:33])=[O:29])[CH:20]=[C:15]([C:3]2[C:2]([Cl:1])=[CH:14][C:6]3[CH2:7][O:8][CH2:9][C:10]4[C:5]=3[C:4]=2[CH:13]=[CH:12][CH:11]=4)[N:16]=1, predict the reactants needed to synthesize it. (2) Given the product [Cl:1][C:2]1[CH:17]=[C:16]([N+:18]([O-:20])=[O:19])[CH:15]=[CH:14][C:3]=1[O:4][C:5]1[CH:6]=[C:7]([CH:11]=[CH:12][CH:13]=1)[C:8]([NH:21][CH2:22][C:23]([OH:25])([CH3:26])[CH3:24])=[O:10], predict the reactants needed to synthesize it. The reactants are: [Cl:1][C:2]1[CH:17]=[C:16]([N+:18]([O-:20])=[O:19])[CH:15]=[CH:14][C:3]=1[O:4][C:5]1[CH:6]=[C:7]([CH:11]=[CH:12][CH:13]=1)[C:8]([OH:10])=O.[NH2:21][CH2:22][C:23]([CH3:26])([OH:25])[CH3:24].ON1C2C=CC=CC=2N=N1.Cl.C(N=C=NCCCN(C)C)C.